From a dataset of Full USPTO retrosynthesis dataset with 1.9M reactions from patents (1976-2016). Predict the reactants needed to synthesize the given product. (1) Given the product [Br:1][C:2]1[CH:3]=[CH:4][C:5]([CH2:6][CH:7]([CH2:14][C:15]2[CH:16]=[CH:17][C:18]([Br:21])=[CH:19][CH:20]=2)[C:8]([CH3:13])([CH3:12])[CH2:9][CH2:10][O:11][Si:37]([CH:41]([CH3:43])[CH3:42])([CH:38]([CH3:40])[CH3:39])[CH:34]([CH3:36])[CH3:35])=[CH:22][CH:23]=1, predict the reactants needed to synthesize it. The reactants are: [Br:1][C:2]1[CH:23]=[CH:22][C:5]([CH2:6][CH:7]([CH2:14][C:15]2[CH:20]=[CH:19][C:18]([Br:21])=[CH:17][CH:16]=2)[C:8]([CH3:13])([CH3:12])[CH2:9][CH2:10][OH:11])=[CH:4][CH:3]=1.N1C=CN=C1.CN(C)C=O.[CH:34]([Si:37](Cl)([CH:41]([CH3:43])[CH3:42])[CH:38]([CH3:40])[CH3:39])([CH3:36])[CH3:35]. (2) Given the product [Cl:18][C:19]1[CH:20]=[C:21]2[C:22]([C:34]([OH:36])=[C:28]([C:29]([O:31][CH2:32][CH3:33])=[O:30])[CH:27]=[N:26]2)=[CH:23][C:24]=1[I:25], predict the reactants needed to synthesize it. The reactants are: C1(C2C=CC=CC=2)C=CC=CC=1.CCOCC.[Cl:18][C:19]1[CH:20]=[C:21]([NH:26][CH:27]=[C:28]([C:34]([O:36]CC)=O)[C:29]([O:31][CH2:32][CH3:33])=[O:30])[CH:22]=[CH:23][C:24]=1[I:25].